This data is from Reaction yield outcomes from USPTO patents with 853,638 reactions. The task is: Predict the reaction yield, written as a fraction of the theoretical maximum amount of product (1.0 means a 100% yield; for example, 0.34 means a 34% yield). (1) The yield is 0.760. The catalyst is COCCOC.C1C=CC([P]([Pd]([P](C2C=CC=CC=2)(C2C=CC=CC=2)C2C=CC=CC=2)([P](C2C=CC=CC=2)(C2C=CC=CC=2)C2C=CC=CC=2)[P](C2C=CC=CC=2)(C2C=CC=CC=2)C2C=CC=CC=2)(C2C=CC=CC=2)C2C=CC=CC=2)=CC=1. The product is [C:42]([O:46][C:47]([N:49]1[CH2:53][CH2:52][CH2:51][CH:50]1[C:54]1[NH:55][C:56]([C:59]2[CH:68]=[CH:67][C:66]3[C:61](=[CH:62][CH:63]=[C:64]([C:21]4[CH:22]=[CH:23][C:18]([C:15]5[NH:14][C:13]([CH:12]6[CH:11]7[CH2:33][CH:8]([CH2:9][CH2:10]7)[N:7]6[C:6](=[O:34])[CH:5]([NH:4][C:3]([O:2][CH3:1])=[O:41])[CH:35]6[CH2:36][CH2:37][O:38][CH2:39][CH2:40]6)=[N:17][CH:16]=5)=[CH:19][CH:20]=4)[CH:65]=3)[CH:60]=2)=[CH:57][N:58]=1)=[O:48])([CH3:45])([CH3:44])[CH3:43]. The reactants are [CH3:1][O:2][C:3](=[O:41])[NH:4][CH:5]([CH:35]1[CH2:40][CH2:39][O:38][CH2:37][CH2:36]1)[C:6](=[O:34])[N:7]1[CH:12]([C:13]2[NH:14][C:15]([C:18]3[CH:23]=[CH:22][C:21](B4OC(C)(C)C(C)(C)O4)=[CH:20][CH:19]=3)=[CH:16][N:17]=2)[CH:11]2[CH2:33][CH:8]1[CH2:9][CH2:10]2.[C:42]([O:46][C:47]([N:49]1[CH2:53][CH2:52][CH2:51][CH:50]1[C:54]1[NH:55][C:56]([C:59]2[CH:68]=[CH:67][C:66]3[C:61](=[CH:62][CH:63]=[C:64](Br)[CH:65]=3)[CH:60]=2)=[CH:57][N:58]=1)=[O:48])([CH3:45])([CH3:44])[CH3:43].P([O-])([O-])([O-])=O.[K+].[K+].[K+]. (2) The reactants are [NH2:1][C:2]1[N:7]=[CH:6][N:5]=[C:4]2[N:8]([CH:19]([C:21]3[O:22][C:23]4[C:28]([C:29](=[O:38])[C:30]=3[C:31]3[CH:36]=[CH:35][CH:34]=[C:33]([F:37])[CH:32]=3)=[CH:27][CH:26]=[CH:25][CH:24]=4)[CH3:20])[N:9]=[C:10]([C:11]3[CH:16]=[CH:15][C:14]([O:17]C)=[CH:13][CH:12]=3)[C:3]=12. The catalyst is ClCCl.B(Br)(Br)Br. The product is [NH2:1][C:2]1[N:7]=[CH:6][N:5]=[C:4]2[N:8]([CH:19]([C:21]3[O:22][C:23]4[C:28]([C:29](=[O:38])[C:30]=3[C:31]3[CH:36]=[CH:35][CH:34]=[C:33]([F:37])[CH:32]=3)=[CH:27][CH:26]=[CH:25][CH:24]=4)[CH3:20])[N:9]=[C:10]([C:11]3[CH:12]=[CH:13][C:14]([OH:17])=[CH:15][CH:16]=3)[C:3]=12. The yield is 0.330. (3) The reactants are [Br:1][C:2]1[C:3](C(O)=O)=[N:4][C:5]([CH2:8][CH3:9])=[N:6][CH:7]=1. The catalyst is C1(C)C(C)=CC=CC=1. The product is [Br:1][C:2]1[CH:3]=[N:4][C:5]([CH2:8][CH3:9])=[N:6][CH:7]=1. The yield is 0.380. (4) The reactants are [Br:1][C:2]1[CH:7]=[CH:6][C:5]([NH:8][C:9]2[C:10]([CH:25]=[O:26])=[CH:11][C:12]3[N:16]([CH2:17][CH2:18][S:19]([CH3:22])(=[O:21])=[O:20])[CH:15]=[N:14][C:13]=3[C:23]=2[F:24])=[C:4]([Cl:27])[CH:3]=1.C([O-])([O-])=O.[K+].[K+].S([CH2:44][N+:45]#[C-:46])(C1C=CC(C)=CC=1)(=O)=O. The catalyst is CO. The product is [Br:1][C:2]1[CH:7]=[CH:6][C:5]([NH:8][C:9]2[C:10]([C:25]3[O:26][CH:46]=[N:45][CH:44]=3)=[CH:11][C:12]3[NH:16][CH:15]=[N:14][C:13]=3[C:23]=2[F:24])=[C:4]([Cl:27])[CH:3]=1.[Br:1][C:2]1[CH:7]=[CH:6][C:5]([NH:8][C:9]2[C:10]([C:25]3[O:26][CH:46]=[N:45][CH:44]=3)=[CH:11][C:12]3[N:16]([CH2:17][CH2:18][S:19]([CH3:22])(=[O:21])=[O:20])[CH:15]=[N:14][C:13]=3[C:23]=2[F:24])=[C:4]([Cl:27])[CH:3]=1. The yield is 0.180. (5) The reactants are [C:1]([C:3](=[C:9]1[CH2:12][CH2:11][CH2:10]1)[C:4]([O:6][CH2:7][CH3:8])=[O:5])#[N:2].[C:13]1([Mg]Br)[CH:18]=[CH:17][CH:16]=[CH:15][CH:14]=1.OS(O)(=O)=O. The product is [C:1]([CH:3]([C:9]1([C:13]2[CH:18]=[CH:17][CH:16]=[CH:15][CH:14]=2)[CH2:10][CH2:11][CH2:12]1)[C:4]([O:6][CH2:7][CH3:8])=[O:5])#[N:2]. The yield is 0.836. The catalyst is CCOCC. (6) The reactants are Cl.[NH:2]1[CH2:7][CH2:6][CH:5]=[C:4]([C:8]([O:10][CH3:11])=[O:9])[CH2:3]1.[CH2:12]1[C:26]2[C:21](=[CH:22][CH:23]=[CH:24][CH:25]=2)[CH:20](Cl)[C:19]2[C:14](=[CH:15][CH:16]=[CH:17][CH:18]=2)[CH2:13]1.[I-].[Na+].C(N(CC)CC)C. The catalyst is O1CCOCC1. The product is [CH:15]1[C:14]2[CH2:13][CH2:12][C:26]3[CH:25]=[CH:24][CH:23]=[CH:22][C:21]=3[CH:20]([N:2]3[CH2:7][CH2:6][CH:5]=[C:4]([C:8]([O:10][CH3:11])=[O:9])[CH2:3]3)[C:19]=2[CH:18]=[CH:17][CH:16]=1. The yield is 0.550.